This data is from NCI-60 drug combinations with 297,098 pairs across 59 cell lines. The task is: Regression. Given two drug SMILES strings and cell line genomic features, predict the synergy score measuring deviation from expected non-interaction effect. (1) Cell line: M14. Drug 1: C1=NC2=C(N=C(N=C2N1C3C(C(C(O3)CO)O)F)Cl)N. Synergy scores: CSS=-2.61, Synergy_ZIP=4.35, Synergy_Bliss=6.05, Synergy_Loewe=-6.52, Synergy_HSA=-3.39. Drug 2: CCC1(CC2CC(C3=C(CCN(C2)C1)C4=CC=CC=C4N3)(C5=C(C=C6C(=C5)C78CCN9C7C(C=CC9)(C(C(C8N6C)(C(=O)OC)O)OC(=O)C)CC)OC)C(=O)OC)O.OS(=O)(=O)O. (2) Synergy scores: CSS=20.9, Synergy_ZIP=-1.52, Synergy_Bliss=-4.71, Synergy_Loewe=14.3, Synergy_HSA=-3.69. Drug 1: CC1=C2C(C(=O)C3(C(CC4C(C3C(C(C2(C)C)(CC1OC(=O)C(C(C5=CC=CC=C5)NC(=O)OC(C)(C)C)O)O)OC(=O)C6=CC=CC=C6)(CO4)OC(=O)C)O)C)O. Drug 2: C1C(C(OC1N2C=NC3=C2NC=NCC3O)CO)O. Cell line: COLO 205. (3) Drug 1: CC1=C(C=C(C=C1)NC(=O)C2=CC=C(C=C2)CN3CCN(CC3)C)NC4=NC=CC(=N4)C5=CN=CC=C5. Drug 2: C1CCC(C(C1)N)N.C(=O)(C(=O)[O-])[O-].[Pt+4]. Cell line: MCF7. Synergy scores: CSS=28.9, Synergy_ZIP=-6.56, Synergy_Bliss=1.59, Synergy_Loewe=-12.7, Synergy_HSA=-0.866. (4) Drug 1: CS(=O)(=O)OCCCCOS(=O)(=O)C. Drug 2: CC(C)(C#N)C1=CC(=CC(=C1)CN2C=NC=N2)C(C)(C)C#N. Cell line: SN12C. Synergy scores: CSS=-3.30, Synergy_ZIP=-0.427, Synergy_Bliss=-4.34, Synergy_Loewe=-2.77, Synergy_HSA=-7.40.